From a dataset of Catalyst prediction with 721,799 reactions and 888 catalyst types from USPTO. Predict which catalyst facilitates the given reaction. (1) Reactant: [NH:1]1[CH2:4][CH:3]([C:5]([OH:7])=[O:6])[CH2:2]1.C(O)(=O)C.[Cl:12][C:13]1[CH:14]=[C:15]([C:23]2[N:27]=[C:26]([C:28]3[CH:35]=[CH:34][C:31]([CH:32]=O)=[CH:30][CH:29]=3)[O:25][N:24]=2)[CH:16]=[CH:17][C:18]=1[O:19][CH:20]([CH3:22])[CH3:21].C([BH3-])#N.[Na+]. Product: [Cl:12][C:13]1[CH:14]=[C:15]([C:23]2[N:27]=[C:26]([C:28]3[CH:29]=[CH:30][C:31]([CH2:32][N:1]4[CH2:4][CH:3]([C:5]([OH:7])=[O:6])[CH2:2]4)=[CH:34][CH:35]=3)[O:25][N:24]=2)[CH:16]=[CH:17][C:18]=1[O:19][CH:20]([CH3:21])[CH3:22]. The catalyst class is: 5. (2) The catalyst class is: 6. Reactant: [NH2:1][C:2]1[N:6]([CH2:7][CH2:8][Cl:9])[N:5]=[CH:4][C:3]=1[C:10]([NH2:12])=[O:11].[F:13][C:14]([F:25])([C:18]1[CH:23]=[CH:22][C:21]([F:24])=[CH:20][CH:19]=1)[C:15](O)=O.C[Si](OP(=O)=O)(C)C.CCOC(C)=O. Product: [Cl:9][CH2:8][CH2:7][N:6]1[C:2]2=[N:1][C:15]([C:14]([F:25])([F:13])[C:18]3[CH:19]=[CH:20][C:21]([F:24])=[CH:22][CH:23]=3)=[N:12][C:10]([OH:11])=[C:3]2[CH:4]=[N:5]1. (3) Reactant: [CH3:1][O:2][C:3]([CH:5]1[CH2:14][C:13]2[C:8](=[CH:9][CH:10]=[C:11]([Br:15])[CH:12]=2)[CH2:7][N:6]1[C:16](=[O:25])[C:17]1[CH:22]=[CH:21][CH:20]=[C:19]([CH3:23])[C:18]=1[OH:24])=[O:4].CN(C=O)C.C([O-])([O-])=O.[K+].[K+].Br[CH2:38][CH2:39][CH3:40]. Product: [CH3:1][O:2][C:3]([CH:5]1[CH2:14][C:13]2[C:8](=[CH:9][CH:10]=[C:11]([Br:15])[CH:12]=2)[CH2:7][N:6]1[C:16](=[O:25])[C:17]1[CH:22]=[CH:21][CH:20]=[C:19]([CH3:23])[C:18]=1[O:24][CH2:38][CH2:39][CH3:40])=[O:4]. The catalyst class is: 25.